From a dataset of Forward reaction prediction with 1.9M reactions from USPTO patents (1976-2016). Predict the product of the given reaction. (1) Given the reactants [Br:1][C:2]12[CH2:11][CH:6]3[CH2:7][CH:8]([CH2:10][C:4]([CH2:12]Br)([CH2:5]3)[CH2:3]1)[CH2:9]2.[I:14][C:15]1[CH:16]=[N:17][NH:18][CH:19]=1.[H-].[Na+], predict the reaction product. The product is: [Br:1][C:2]12[CH2:11][CH:6]3[CH2:7][CH:8]([CH2:10][C:4]([CH2:12][N:17]4[CH:16]=[C:15]([I:14])[CH:19]=[N:18]4)([CH2:5]3)[CH2:3]1)[CH2:9]2. (2) Given the reactants [C:1]([O:5][C:6]([N:8]1[CH2:12][CH2:11][CH2:10][C@H:9]1[CH2:13][O:14][C:15]1[CH:20]=[CH:19][C:18]([O:21]CC2C=CC=CC=2)=[CH:17][CH:16]=1)=[O:7])([CH3:4])([CH3:3])[CH3:2], predict the reaction product. The product is: [C:1]([O:5][C:6]([N:8]1[CH2:12][CH2:11][CH2:10][C@H:9]1[CH2:13][O:14][C:15]1[CH:20]=[CH:19][C:18]([OH:21])=[CH:17][CH:16]=1)=[O:7])([CH3:4])([CH3:2])[CH3:3]. (3) Given the reactants [C:1]([CH2:9][C:10](=O)[C:11]1[CH:16]=[CH:15][CH:14]=[CH:13][CH:12]=1)(=[O:8])[C:2]1[CH:7]=[CH:6][CH:5]=[CH:4][CH:3]=1.[C:18]([O:22]C)(=[O:21])[CH:19]=[CH2:20].CC(C)([O-])C.[K+].Cl.[OH-].[Na+].C[N:34](C)C=O, predict the reaction product. The product is: [C:11]1([C:10]2[C:9]([CH2:20][CH2:19][C:18]([OH:22])=[O:21])=[C:1]([C:2]3[CH:7]=[CH:6][CH:5]=[CH:4][CH:3]=3)[O:8][N:34]=2)[CH:16]=[CH:15][CH:14]=[CH:13][CH:12]=1.